From a dataset of Peptide-MHC class II binding affinity with 134,281 pairs from IEDB. Regression. Given a peptide amino acid sequence and an MHC pseudo amino acid sequence, predict their binding affinity value. This is MHC class II binding data. (1) The peptide sequence is INEPTAAAIAYVLDR. The MHC is HLA-DQA10102-DQB10602 with pseudo-sequence HLA-DQA10102-DQB10602. The binding affinity (normalized) is 0.748. (2) The peptide sequence is FTVFEAAFNNAIKAG. The MHC is DRB3_0101 with pseudo-sequence DRB3_0101. The binding affinity (normalized) is 0.331. (3) The peptide sequence is TMAQMNQAFRNIVNM. The MHC is DRB3_0202 with pseudo-sequence DRB3_0202. The binding affinity (normalized) is 0.327. (4) The peptide sequence is GVMYNLWKMKTGRRG. The MHC is DRB5_0101 with pseudo-sequence DRB5_0101. The binding affinity (normalized) is 0.936.